This data is from Peptide-MHC class II binding affinity with 134,281 pairs from IEDB. The task is: Regression. Given a peptide amino acid sequence and an MHC pseudo amino acid sequence, predict their binding affinity value. This is MHC class II binding data. (1) The peptide sequence is KIIGGIGGFIKVRQYDQIPI. The binding affinity (normalized) is 0.416. The MHC is DRB1_0101 with pseudo-sequence DRB1_0101. (2) The MHC is HLA-DQA10101-DQB10501 with pseudo-sequence HLA-DQA10101-DQB10501. The peptide sequence is EKKYFAWTQFEPLAA. The binding affinity (normalized) is 0.558. (3) The peptide sequence is AAPEAARSLASSLPG. The MHC is DRB1_0405 with pseudo-sequence DRB1_0405. The binding affinity (normalized) is 0.265. (4) The peptide sequence is GIVVAWKVRLLPVPP. The MHC is DRB3_0202 with pseudo-sequence DRB3_0202. The binding affinity (normalized) is 0.420. (5) The peptide sequence is EEQEQWKTANEAVQD. The MHC is HLA-DQA10601-DQB10402 with pseudo-sequence HLA-DQA10601-DQB10402. The binding affinity (normalized) is 0.